Task: Predict which catalyst facilitates the given reaction.. Dataset: Catalyst prediction with 721,799 reactions and 888 catalyst types from USPTO (1) Reactant: [Cl:1][C:2]1[CH:7]=[CH:6][C:5]([C:8]2[O:12][C:11]([C:13]([OH:15])=O)=[CH:10][CH:9]=2)=[CH:4][CH:3]=1.Cl.[NH2:17][C:18]1[CH:19]=[C:20]([CH:27]=[CH:28][C:29]=1[CH3:30])[C:21]([NH:23][CH:24]1[CH2:26][CH2:25]1)=[O:22].CN(C=O)C. Product: [Cl:1][C:2]1[CH:3]=[CH:4][C:5]([C:8]2[O:12][C:11]([C:13]([NH:17][C:18]3[CH:19]=[C:20]([C:21](=[O:22])[NH:23][CH:24]4[CH2:26][CH2:25]4)[CH:27]=[CH:28][C:29]=3[CH3:30])=[O:15])=[CH:10][CH:9]=2)=[CH:6][CH:7]=1. The catalyst class is: 6. (2) Reactant: [Cl:1][C:2]1[C:10]([Cl:11])=[C:9]([CH3:12])[CH:8]=[CH:7][C:3]=1[C:4](O)=[O:5].S(Cl)([Cl:15])=O. Product: [Cl:1][C:2]1[C:10]([Cl:11])=[C:9]([CH3:12])[CH:8]=[CH:7][C:3]=1[C:4]([Cl:15])=[O:5]. The catalyst class is: 11. (3) Reactant: Cl[C:2]1[C:11]2[C:6](=[CH:7][CH:8]=[CH:9][CH:10]=2)[CH:5]=[C:4]([C:12]#[N:13])[N:3]=1.[NH:14]1[CH2:18][CH2:17][CH:16]([NH:19][C:20](=[O:26])[O:21][C:22]([CH3:25])([CH3:24])[CH3:23])[CH2:15]1.CCN(CC)CC. Product: [C:12]([C:4]1[N:3]=[C:2]([N:14]2[CH2:18][CH2:17][CH:16]([NH:19][C:20](=[O:26])[O:21][C:22]([CH3:24])([CH3:23])[CH3:25])[CH2:15]2)[C:11]2[C:6]([CH:5]=1)=[CH:7][CH:8]=[CH:9][CH:10]=2)#[N:13]. The catalyst class is: 37. (4) Reactant: [F:1][C:2]1[CH:3]=[C:4]([N:8]2[CH2:12][C@H:11]([CH2:13][OH:14])[O:10][C:9]2=[O:15])[CH:5]=[CH:6][CH:7]=1.C(N(CC)CC)C.[C:23](OC(=O)C)(=[O:25])[CH3:24].C(=O)(O)[O-].[Na+]. Product: [F:1][C:2]1[CH:3]=[C:4]([N:8]2[CH2:12][CH:11]([CH2:13][O:14][C:23](=[O:25])[CH3:24])[O:10][C:9]2=[O:15])[CH:5]=[CH:6][CH:7]=1. The catalyst class is: 112. (5) Reactant: [CH3:1][C:2]1[C:19]([C:20]2[CH:25]=[CH:24][C:23]([O:26][CH3:27])=[CH:22][C:21]=2[O:28][CH3:29])=[CH:18][CH:17]=[CH:16][C:3]=1[C:4]([NH:6][CH2:7][CH2:8][CH2:9][CH2:10][CH2:11][C:12]([O:14]C)=[O:13])=[O:5].O.[OH-].[Li+]. Product: [CH3:1][C:2]1[C:19]([C:20]2[CH:25]=[CH:24][C:23]([O:26][CH3:27])=[CH:22][C:21]=2[O:28][CH3:29])=[CH:18][CH:17]=[CH:16][C:3]=1[C:4]([NH:6][CH2:7][CH2:8][CH2:9][CH2:10][CH2:11][C:12]([OH:14])=[O:13])=[O:5]. The catalyst class is: 20.